This data is from Reaction yield outcomes from USPTO patents with 853,638 reactions. The task is: Predict the reaction yield, written as a fraction of the theoretical maximum amount of product (1.0 means a 100% yield; for example, 0.34 means a 34% yield). (1) The reactants are [Cl:1][C:2]1[C:3]([O:12][C:13]2[CH:18]=[C:17]([O:19][CH2:20][O:21][CH3:22])[CH:16]=[CH:15][C:14]=2[CH2:23][CH2:24][CH2:25][OH:26])=[N:4][CH:5]=[C:6]([C:8]([F:11])([F:10])[F:9])[CH:7]=1.[CH3:27][N:28]1[CH:32]=[C:31]([CH2:33][C:34]([O:36]C)=[O:35])[C:30](O)=[N:29]1.C(P(CCCC)CCCC)CCC.N(C(N1CCCCC1)=O)=NC(N1CCCCC1)=O.O1CCCC1CO.[OH-].[Na+].Cl. The catalyst is O1CCCC1. The product is [Cl:1][C:2]1[C:3]([O:12][C:13]2[CH:18]=[C:17]([O:19][CH2:20][O:21][CH3:22])[CH:16]=[CH:15][C:14]=2[CH2:23][CH2:24][CH2:25][O:26][C:30]2[C:31]([CH2:33][C:34]([OH:36])=[O:35])=[CH:32][N:28]([CH3:27])[N:29]=2)=[N:4][CH:5]=[C:6]([C:8]([F:9])([F:11])[F:10])[CH:7]=1. The yield is 0.790. (2) The yield is 0.550. The product is [Br:3][C:4]1[CH:5]=[CH:6][C:7]([O:11][CH2:12][C:13]([CH3:19])([CH3:18])[C:14]([O:16][CH3:17])=[O:15])=[N:8][CH:9]=1. The catalyst is O1CCCC1.CN1CCCN(C)C1=O. The reactants are [H-].[Na+].[Br:3][C:4]1[CH:5]=[CH:6][C:7](F)=[N:8][CH:9]=1.[OH:11][CH2:12][C:13]([CH3:19])([CH3:18])[C:14]([O:16][CH3:17])=[O:15]. (3) The reactants are [O:1]1[CH2:4][CH:3]([OH:5])[CH2:2]1.[CH3:6][C:7]1[CH:12]=[CH:11][C:10]([S:13](Cl)(=[O:15])=[O:14])=[CH:9][CH:8]=1. The product is [CH3:6][C:7]1[CH:12]=[CH:11][C:10]([S:13]([O:5][CH:3]2[CH2:4][O:1][CH2:2]2)(=[O:15])=[O:14])=[CH:9][CH:8]=1. The catalyst is C(Cl)Cl. The yield is 0.500. (4) The reactants are C([O:3][C:4]([C:6]1[N:7]([C:25]2[CH:30]=[CH:29][C:28]([O:31][CH:32]([CH3:34])[CH3:33])=[CH:27][CH:26]=2)[C:8]2[C:13]([CH:14]=1)=[CH:12][C:11]([C:15]1[CH:20]=[CH:19][C:18]([C:21]([CH3:24])([CH3:23])[CH3:22])=[CH:17][CH:16]=1)=[CH:10][CH:9]=2)=[O:5])C.[OH-].[Na+].O.Cl. The catalyst is O1CCOCC1. The yield is 0.600. The product is [C:21]([C:18]1[CH:19]=[CH:20][C:15]([C:11]2[CH:12]=[C:13]3[C:8](=[CH:9][CH:10]=2)[N:7]([C:25]2[CH:26]=[CH:27][C:28]([O:31][CH:32]([CH3:33])[CH3:34])=[CH:29][CH:30]=2)[C:6]([C:4]([OH:5])=[O:3])=[CH:14]3)=[CH:16][CH:17]=1)([CH3:22])([CH3:24])[CH3:23]. (5) The reactants are [Cl:1][C:2]1[CH:8]=[CH:7][C:5]([NH2:6])=[C:4]([I:9])[CH:3]=1.[C:10](O[C:10]([O:12][C:13]([CH3:16])([CH3:15])[CH3:14])=[O:11])([O:12][C:13]([CH3:16])([CH3:15])[CH3:14])=[O:11]. The catalyst is CN(C)C1C=CN=CC=1.N1C=CC=CC=1. The product is [Cl:1][C:2]1[CH:8]=[CH:7][C:5]([NH:6][C:10](=[O:11])[O:12][C:13]([CH3:16])([CH3:15])[CH3:14])=[C:4]([I:9])[CH:3]=1. The yield is 0.760. (6) The reactants are [F:1][C:2]1[C:10]([O:11][CH3:12])=[CH:9][CH:8]=[CH:7][C:3]=1C(O)=O.C(N(CC)CC)C.C1(P(N=[N+]=[N-])(C2C=CC=CC=2)=O)C=CC=CC=1.[NH2:37][CH2:38][C:39]([NH2:42])([CH3:41])[CH3:40].[NH2:43][C:44](N)=[O:45]. The catalyst is C1(C)C=CC=CC=1.C(Cl)Cl.O. The product is [NH2:42][C:39]([CH3:41])([CH3:40])[CH2:38][NH:37][C:44]([NH:43][C:3]1[CH:7]=[CH:8][CH:9]=[C:10]([O:11][CH3:12])[C:2]=1[F:1])=[O:45]. The yield is 0.620. (7) The reactants are [C:1]([O-:4])([O-])=O.[K+].[K+].[F:7][C:8]1[CH:15]=[CH:14][CH:13]=[CH:12][C:9]=1C=O.O.C[S:18]([CH3:20])=O. No catalyst specified. The product is [F:7][C:8]1[CH:9]=[CH:12][C:13]([S:18][C:20]2[CH:14]=[CH:15][CH:8]=[CH:9][C:12]=2[CH:1]=[O:4])=[CH:14][CH:15]=1. The yield is 0.640. (8) The reactants are [CH3:1][C@@H:2]1[O:7][C@@H:6]([O:8][CH2:9][C@H:10]2[O:15][C@@H:14]([O:16][C:17]3[C:26](=[O:27])[C:25]4[C:24]([OH:28])=[CH:23][C:22]([OH:29])=[CH:21][C:20]=4[O:19][C:18]=3[C:30]3[CH:31]=[CH:32][C:33]([OH:37])=[C:34]([OH:36])[CH:35]=3)[C@H:13]([OH:38])[C@@H:12]([OH:39])[C@@H:11]2[OH:40])[C@H:5]([OH:41])[C@H:4]([OH:42])[C@H:3]1[OH:43].[CH2:44]1[O:46][CH2:45]1. The catalyst is O. The product is [CH3:1][CH:2]1[O:7][CH:6]([O:8][CH2:9][CH:10]2[O:15][CH:14]([O:16][C:17]3[C:26](=[O:27])[C:25]4[C:20](=[CH:21][C:22]([O:29][CH2:5][CH2:6][OH:7])=[CH:23][C:24]=4[OH:28])[O:19][C:18]=3[C:30]3[CH:31]=[CH:32][C:33]([O:37][CH2:10][CH2:9][OH:8])=[C:34]([O:36][CH2:45][CH2:44][OH:46])[CH:35]=3)[CH:13]([OH:38])[CH:12]([OH:39])[CH:11]2[OH:40])[CH:5]([OH:41])[CH:4]([OH:42])[CH:3]1[OH:43]. The yield is 0.893. (9) The reactants are [CH3:1][CH:2]1[CH2:7][CH2:6][O:5]S(=O)(=O)[O:3]1.C(=O)([O-])[O-].[Cs+].[Cs+].[CH2:16]([O:18][C:19](=[O:31])[C:20]([O:23][C:24]1[CH:29]=[CH:28][C:27](O)=[CH:26][CH:25]=1)([CH3:22])[CH3:21])[CH3:17]. The catalyst is C(#N)C. The product is [CH2:16]([O:18][C:19](=[O:31])[C:20]([O:23][C:24]1[CH:29]=[CH:28][C:27]([O:5][CH2:6][CH2:7][CH:2]([OH:3])[CH3:1])=[CH:26][CH:25]=1)([CH3:22])[CH3:21])[CH3:17]. The yield is 0.650. (10) The reactants are [CH:1]1[C:2]([C:10]([OH:12])=[O:11])=[CH:3][N:4]2[C:9]=1[CH2:8][CH2:7][CH2:6][CH2:5]2.[CH3:13]N(C=O)C.C(Cl)(=O)C(Cl)=O.C(N(CC)CC)C. The catalyst is CO.C(Cl)Cl. The product is [CH:1]1[C:2]([C:10]([O:12][CH3:13])=[O:11])=[CH:3][N:4]2[C:9]=1[CH2:8][CH2:7][CH2:6][CH2:5]2. The yield is 0.580.